From a dataset of Full USPTO retrosynthesis dataset with 1.9M reactions from patents (1976-2016). Predict the reactants needed to synthesize the given product. (1) Given the product [F:49][C:50]1[CH:51]=[CH:52][C:53]([C:56]2[C:64]3[C:59](=[CH:60][CH:61]=[C:62]([NH:65][C:66]([C:68]4([NH2:96])[CH2:72][CH2:71][N:70]([CH2:73][C:74]([N:76]5[CH2:81][CH2:80][N:79]([C:82]6[CH:87]=[CH:86][C:85]([C:88]7[N:89]=[CH:90][C:91]([CH3:94])=[CH:92][N:93]=7)=[CH:84][CH:83]=6)[CH2:78][CH:77]5[CH3:95])=[O:75])[CH2:69]4)=[O:67])[CH:63]=3)[NH:58][N:57]=2)=[CH:54][CH:55]=1, predict the reactants needed to synthesize it. The reactants are: FC1C=CC(C2C3C(=CC=C(NC(C4(NC=O)CCN(CC(=O)N5CCN(C6C=CC(C7N=CC=CN=7)=CC=6)CC5)C4)=O)C=3)NN=2)=CC=1.[F:49][C:50]1[CH:55]=[CH:54][C:53]([C:56]2[C:64]3[C:59](=[CH:60][CH:61]=[C:62]([NH:65][C:66]([C:68]4([NH:96]C=O)[CH2:72][CH2:71][N:70]([CH2:73][C:74]([N:76]5[CH2:81][CH2:80][N:79]([C:82]6[CH:87]=[CH:86][C:85]([C:88]7[N:93]=[CH:92][C:91]([CH3:94])=[CH:90][N:89]=7)=[CH:84][CH:83]=6)[CH2:78][CH:77]5[CH3:95])=[O:75])[CH2:69]4)=[O:67])[CH:63]=3)[NH:58][N:57]=2)=[CH:52][CH:51]=1. (2) Given the product [ClH:15].[Cl:15][CH2:11][C:7]1[N:6]([CH2:5][CH:1]2[CH2:4][CH2:3][CH2:2]2)[CH:10]=[CH:9][N:8]=1, predict the reactants needed to synthesize it. The reactants are: [CH:1]1([CH2:5][N:6]2[CH:10]=[CH:9][N:8]=[C:7]2[CH2:11]O)[CH2:4][CH2:3][CH2:2]1.S(Cl)([Cl:15])=O. (3) The reactants are: CC(OC(=O)[N:7]([C:15]1[CH:16]=[N:17][CH:18]=[C:19]([C:21]([N:23]2[CH2:28][CH2:27][CH:26]([C:29]3[CH:34]=[CH:33][CH:32]=[C:31]([CH2:35][N:36](C(OC(C)(C)C)=O)C(OC(C)(C)C)=O)[CH:30]=3)[CH2:25][CH2:24]2)=[O:22])[CH:20]=1)[CH2:8][C:9]1[CH:10]=[N:11][CH:12]=[CH:13][CH:14]=1)(C)C.[ClH:52].C(O)(C)C.CCOCC. Given the product [ClH:52].[ClH:52].[ClH:52].[ClH:52].[NH2:36][CH2:35][C:31]1[CH:30]=[C:29]([CH:26]2[CH2:27][CH2:28][N:23]([C:21]([C:19]3[CH:18]=[N:17][CH:16]=[C:15]([NH:7][CH2:8][C:9]4[CH:10]=[N:11][CH:12]=[CH:13][CH:14]=4)[CH:20]=3)=[O:22])[CH2:24][CH2:25]2)[CH:34]=[CH:33][CH:32]=1, predict the reactants needed to synthesize it. (4) Given the product [Br:1][C:10]1[NH:9][C:13]([C:14]([O:16][CH2:17][CH3:18])=[O:15])=[C:12]([C:19]([O:21][CH2:22][CH3:23])=[O:20])[N:11]=1, predict the reactants needed to synthesize it. The reactants are: [Br:1]N1C(=O)CCC1=O.[NH:9]1[C:13]([C:14]([O:16][CH2:17][CH3:18])=[O:15])=[C:12]([C:19]([O:21][CH2:22][CH3:23])=[O:20])[N:11]=[CH:10]1. (5) Given the product [C:24]([C:23]1[CH:1]([C:3]2[O:11][C:10]3[CH:9]=[CH:8][N:7]=[C:6]([NH:12][C:13](=[O:20])[C:14]4[CH:15]=[CH:16][CH:17]=[CH:18][CH:19]=4)[C:5]=3[CH:4]=2)[C:33]2[C:34](=[O:35])[O:36][CH2:37][C:38]=2[NH:21][C:22]=1[CH3:26])#[N:25], predict the reactants needed to synthesize it. The reactants are: [CH:1]([C:3]1[O:11][C:10]2[CH:9]=[CH:8][N:7]=[C:6]([NH:12][C:13](=[O:20])[C:14]3[CH:19]=[CH:18][CH:17]=[CH:16][CH:15]=3)[C:5]=2[CH:4]=1)=O.[NH2:21][C:22]([CH3:26])=[CH:23][C:24]#[N:25].[C:34]([O:36][CH2:37][C:38](=O)[CH2:33][C:34]([O:36][CH2:37][CH3:38])=[O:35])(=[O:35])[CH3:33].Cl. (6) The reactants are: [CH2:1]([O:8][C:9]([C:11]1[O:12][C:13]([CH:16]=[O:17])=[CH:14][CH:15]=1)=[O:10])[C:2]1[CH:7]=[CH:6][CH:5]=[CH:4][CH:3]=1.[CH2:18]([Mg]Br)[CH:19]=[CH2:20].Cl. Given the product [CH2:1]([O:8][C:9]([C:11]1[O:12][C:13]([CH:16]([OH:17])[C:19]([CH3:20])=[CH2:18])=[CH:14][CH:15]=1)=[O:10])[C:2]1[CH:7]=[CH:6][CH:5]=[CH:4][CH:3]=1, predict the reactants needed to synthesize it. (7) Given the product [Cl:1][C:2]1[CH:3]=[C:4]([C:9]2[CH2:13][CH2:12][CH:11]([OH:14])[CH:10]=2)[CH:5]=[CH:6][C:7]=1[Cl:8], predict the reactants needed to synthesize it. The reactants are: [Cl:1][C:2]1[CH:3]=[C:4]([C:9]2[CH2:13][CH2:12][C:11](=[O:14])[CH:10]=2)[CH:5]=[CH:6][C:7]=1[Cl:8].[BH4-].[Na+]. (8) Given the product [F:37][C:20]1[CH:21]=[C:22]([N:25]2[CH2:29][CH:28]([CH2:30][N:31]3[CH:35]=[CH:34][N:33]=[N:32]3)[O:27][C:26]2=[O:36])[CH:23]=[CH:24][C:19]=1[N:14]1[CH2:15][CH2:16][C:17](=[O:18])[CH:12]([OH:11])[CH2:13]1, predict the reactants needed to synthesize it. The reactants are: CS(C)=O.C(Cl)(=O)C(Cl)=O.[OH:11][CH:12]1[CH:17]([OH:18])[CH2:16][CH2:15][N:14]([C:19]2[CH:24]=[CH:23][C:22]([N:25]3[CH2:29][CH:28]([CH2:30][N:31]4[CH:35]=[CH:34][N:33]=[N:32]4)[O:27][C:26]3=[O:36])=[CH:21][C:20]=2[F:37])[CH2:13]1.CCN(C(C)C)C(C)C.[Cl-].[NH4+]. (9) Given the product [Br:1][C:2]1[CH:3]=[C:4]([C:8]2[CH:9]=[CH:10][C:11]3[N:16]([CH3:24])[C:15](=[O:17])[O:14][C:13]([CH3:18])([CH3:19])[C:12]=3[CH:20]=2)[CH:5]=[CH:6][CH:7]=1, predict the reactants needed to synthesize it. The reactants are: [Br:1][C:2]1[CH:3]=[C:4]([C:8]2[CH:9]=[CH:10][C:11]3[NH:16][C:15](=[O:17])[O:14][C:13]([CH3:19])([CH3:18])[C:12]=3[CH:20]=2)[CH:5]=[CH:6][CH:7]=1.[H-].[Na+].I[CH3:24].S([O-])([O-])(=O)=O.[NH4+].[NH4+].